The task is: Predict the reaction yield, written as a fraction of the theoretical maximum amount of product (1.0 means a 100% yield; for example, 0.34 means a 34% yield).. This data is from Reaction yield outcomes from USPTO patents with 853,638 reactions. (1) The reactants are [F:1][C:2]1[CH:19]=[C:18]([N+:20]([O-:22])=[O:21])[CH:17]=[CH:16][C:3]=1[O:4][C:5]1[C:10]2=[C:11]([CH3:15])[C:12]([OH:14])=[CH:13][N:9]2[N:8]=[CH:7][N:6]=1.[C:23]([O-])([O-])=O.[Cs+].[Cs+].CI. The catalyst is CN(C=O)C. The product is [F:1][C:2]1[CH:19]=[C:18]([N+:20]([O-:22])=[O:21])[CH:17]=[CH:16][C:3]=1[O:4][C:5]1[C:10]2=[C:11]([CH3:15])[C:12]([O:14][CH3:23])=[CH:13][N:9]2[N:8]=[CH:7][N:6]=1. The yield is 0.650. (2) The reactants are [CH2:1]([O:5][C:6]1[CH:13]=[C:12]([F:14])[C:9]([CH2:10][OH:11])=[C:8]([F:15])[CH:7]=1)[CH2:2][CH2:3][CH3:4].[C:16]([O:20][C:21]([N:23]1[CH2:28][CH2:27][N:26]([C:29](Cl)=[O:30])[C@H:25]([CH2:32][CH3:33])[CH2:24]1)=[O:22])([CH3:19])([CH3:18])[CH3:17]. No catalyst specified. The product is [CH2:1]([O:5][C:6]1[CH:7]=[C:8]([F:15])[C:9]([CH2:10][O:11][C:29]([N:26]2[CH2:27][CH2:28][N:23]([C:21]([O:20][C:16]([CH3:18])([CH3:17])[CH3:19])=[O:22])[CH2:24][C@H:25]2[CH2:32][CH3:33])=[O:30])=[C:12]([F:14])[CH:13]=1)[CH2:2][CH2:3][CH3:4]. The yield is 0.800. (3) The reactants are [NH:1]1[CH:5]=[C:4]([C:6]2[CH:24]=[CH:23][CH:22]=[CH:21][C:7]=2[O:8][CH2:9][CH2:10][C:11]2[CH:20]=[CH:19][CH:18]=[CH:17][C:12]=2[C:13]([O:15]C)=[O:14])[N:3]=[CH:2]1.[OH-].[Na+]. The catalyst is CO. The product is [NH:1]1[CH:5]=[C:4]([C:6]2[CH:24]=[CH:23][CH:22]=[CH:21][C:7]=2[O:8][CH2:9][CH2:10][C:11]2[CH:20]=[CH:19][CH:18]=[CH:17][C:12]=2[C:13]([OH:15])=[O:14])[N:3]=[CH:2]1. The yield is 0.790. (4) The reactants are Br[C:2]1[N:3]=[CH:4][CH:5]=[C:6]2[CH:10]=[CH:9][NH:8][C:7]=12.C(=O)([O-])[O-].[Cs+].[Cs+].[CH:17]1([C:21]([NH2:23])=[O:22])[CH2:20][CH2:19]C1.C(=O)(O)[O-].[Na+]. The catalyst is C1(C)C=CC=CC=1.[Pd].[Pd].C(=CC(C=CC1C=CC=CC=1)=O)C1C=CC=CC=1.C(=CC(C=CC1C=CC=CC=1)=O)C1C=CC=CC=1.C(=CC(C=CC1C=CC=CC=1)=O)C1C=CC=CC=1.CC1(C)C2C(=C(P(C3C=CC=CC=3)C3C=CC=CC=3)C=CC=2)OC2C(P(C3C=CC=CC=3)C3C=CC=CC=3)=CC=CC1=2. The product is [NH:8]1[C:7]2=[C:2]([NH:23][C:21]([CH:17]3[CH2:20][CH2:19]3)=[O:22])[N:3]=[CH:4][CH:5]=[C:6]2[CH:10]=[CH:9]1. The yield is 0.360.